From a dataset of Reaction yield outcomes from USPTO patents with 853,638 reactions. Predict the reaction yield, written as a fraction of the theoretical maximum amount of product (1.0 means a 100% yield; for example, 0.34 means a 34% yield). (1) The reactants are [NH2:1][C:2]1[CH:3]=[CH:4][C:5]([CH3:11])=[C:6]([CH:10]=1)[C:7]([OH:9])=[O:8].[F:12][C:13]1[C:20]([F:21])=[C:19]([C:22]([F:25])([F:24])[F:23])[C:18]([F:26])=[C:17]([F:27])[C:14]=1[CH2:15]Br. The catalyst is CN(C=O)C. The product is [CH3:11][C:5]1[CH:4]=[CH:3][C:2]([NH:1][CH2:15][C:14]2[C:17]([F:27])=[C:18]([F:26])[C:19]([C:22]([F:23])([F:25])[F:24])=[C:20]([F:21])[C:13]=2[F:12])=[CH:10][C:6]=1[C:7]([OH:9])=[O:8]. The yield is 0.270. (2) The reactants are [CH2:1]([O:8][C:9]1[CH:14]=[CH:13][CH:12]=[C:11]([N:15]=[C:16]=S)[CH:10]=1)[C:2]1[CH:7]=[CH:6][CH:5]=[CH:4][CH:3]=1.[NH:18]([C:20](=[O:44])[C:21]([NH:23][C:24]1[CH:29]=[CH:28][C:27]([C@H:30]2[CH2:35][CH2:34][C@H:33]([CH2:36][C:37]([O:39][CH3:40])=[O:38])[CH2:32][CH2:31]2)=[CH:26][C:25]=1[N+:41]([O-:43])=[O:42])=[O:22])[NH2:19].CCN=C=NCCCN(C)C.O. The catalyst is CC(N(C)C)=O. The product is [CH2:1]([O:8][C:9]1[CH:10]=[C:11]([NH:15][C:16]2[O:44][C:20]([C:21]([NH:23][C:24]3[CH:29]=[CH:28][C:27]([C@H:30]4[CH2:31][CH2:32][C@H:33]([CH2:36][C:37]([O:39][CH3:40])=[O:38])[CH2:34][CH2:35]4)=[CH:26][C:25]=3[N+:41]([O-:43])=[O:42])=[O:22])=[N:18][N:19]=2)[CH:12]=[CH:13][CH:14]=1)[C:2]1[CH:7]=[CH:6][CH:5]=[CH:4][CH:3]=1. The yield is 0.800. (3) The yield is 0.730. The product is [CH3:1][O:2][C:3]1[CH:8]=[C:7]([O:9][CH3:10])[CH:6]=[CH:5][C:4]=1[C:11]1[C:19]2[O:18][CH:17]([CH2:20][NH2:21])[CH2:16][C:15]=2[CH:14]=[CH:13][CH:12]=1. The reactants are [CH3:1][O:2][C:3]1[CH:8]=[C:7]([O:9][CH3:10])[CH:6]=[CH:5][C:4]=1[C:11]1[C:19]2[O:18][CH:17]([CH2:20][NH:21]C(=O)OCC3C=CC=CC=3)[CH2:16][C:15]=2[CH:14]=[CH:13][CH:12]=1. The catalyst is [Pd].